This data is from HIV replication inhibition screening data with 41,000+ compounds from the AIDS Antiviral Screen. The task is: Binary Classification. Given a drug SMILES string, predict its activity (active/inactive) in a high-throughput screening assay against a specified biological target. (1) The compound is CC1=C(C(=O)Nc2ccc([N+](=O)[O-])cc2)C(c2cccc([N+](=O)[O-])c2)C(C(=O)Nc2ccc([N+](=O)[O-])cc2)=C(C)N1. The result is 0 (inactive). (2) The molecule is CC1=C(CCc2ccoc2)C2(C)CCCC(C)(C)C2C(=O)C1OC1C(=O)C2C(C)(C)CCCC2(C)C(O)(CCc2ccoc2)C1C. The result is 0 (inactive).